Dataset: Catalyst prediction with 721,799 reactions and 888 catalyst types from USPTO. Task: Predict which catalyst facilitates the given reaction. Reactant: FC1C=CC([N:8]([CH3:32])[C:9]([C:11]2[C:16]([CH3:17])=[CH:15][C:14]([N:18]3[CH2:23][CH2:22][O:21][CH2:20][CH2:19]3)=[CH:13][C:12]=2OS(C(F)(F)F)(=O)=O)=[O:10])=CC=1.[F-:33].[K+].[Br-].[K+].[CH:37]1(B(O)O)[CH2:39][CH2:38]1. Product: [F:33][C:11]1[CH:16]=[CH:15][C:14]([CH2:32][NH:8][C:9](=[O:10])[C:11]2[C:16]([CH3:17])=[CH:15][C:14]([N:18]3[CH2:23][CH2:22][O:21][CH2:20][CH2:19]3)=[CH:13][C:12]=2[CH:37]2[CH2:39][CH2:38]2)=[CH:13][CH:12]=1. The catalyst class is: 11.